Dataset: Forward reaction prediction with 1.9M reactions from USPTO patents (1976-2016). Task: Predict the product of the given reaction. (1) Given the reactants [Cl:1][C:2]1[CH:3]=[C:4]([CH:9]2[CH:13]([NH:14][CH3:15])[CH2:12][N:11]([C:16]([CH:18]3[CH2:23][CH2:22][N:21]([C:24]([C:26]4([CH3:29])[CH2:28][CH2:27]4)=[O:25])[CH2:20][CH2:19]3)=[O:17])[CH2:10]2)[CH:5]=[CH:6][C:7]=1[Cl:8].[CH:30]1([CH2:35][C:36]([OH:38])=O)[CH2:34][CH2:33][CH2:32][CH2:31]1, predict the reaction product. The product is: [CH:30]1([CH2:35][C:36]([N:14]([CH:13]2[CH:9]([C:4]3[CH:5]=[CH:6][C:7]([Cl:8])=[C:2]([Cl:1])[CH:3]=3)[CH2:10][N:11]([C:16]([CH:18]3[CH2:19][CH2:20][N:21]([C:24]([C:26]4([CH3:29])[CH2:28][CH2:27]4)=[O:25])[CH2:22][CH2:23]3)=[O:17])[CH2:12]2)[CH3:15])=[O:38])[CH2:31][CH2:32][CH2:33][CH2:34]1. (2) Given the reactants [NH2:1][C:2]1[CH:10]=[C:9]([F:11])[CH:8]=[C:7]([F:12])[C:3]=1[C:4]([NH2:6])=[O:5].[N:13]1[CH:18]=[CH:17][C:16]([CH:19]=O)=[CH:15][CH:14]=1.S([O-])(O)=O.[Na+].C1(C)C=CC(S(O)(=O)=O)=CC=1, predict the reaction product. The product is: [F:12][C:7]1[CH:8]=[C:9]([F:11])[CH:10]=[C:2]2[C:3]=1[C:4](=[O:5])[NH:6][C:19]([C:16]1[CH:17]=[CH:18][N:13]=[CH:14][CH:15]=1)=[N:1]2. (3) Given the reactants Br[C:2]1[CH:7]=[CH:6][C:5]([C:8]([N:10]2[CH2:15][CH2:14][N:13]([C:16]3[C:21]([CH3:22])=[CH:20][C:19]([CH3:23])=[CH:18][N:17]=3)[CH2:12][CH2:11]2)=[O:9])=[C:4]([S:24]([CH3:27])(=[O:26])=[O:25])[CH:3]=1.[CH:28]([C@@H:31]1[CH2:35][O:34][C:33](=[O:36])[NH:32]1)([CH3:30])[CH3:29], predict the reaction product. The product is: [CH3:22][C:21]1[C:16]([N:13]2[CH2:14][CH2:15][N:10]([C:8]([C:5]3[CH:6]=[CH:7][C:2]([N:32]4[C@H:31]([CH:28]([CH3:30])[CH3:29])[CH2:35][O:34][C:33]4=[O:36])=[CH:3][C:4]=3[S:24]([CH3:27])(=[O:26])=[O:25])=[O:9])[CH2:11][CH2:12]2)=[N:17][CH:18]=[C:19]([CH3:23])[CH:20]=1. (4) The product is: [ClH:1].[Br:27][C:24]1[CH:25]=[CH:26][C:21]([C@H:18]2[CH2:19][CH2:20][NH:15][CH2:16][C@H:17]2[CH3:28])=[CH:22][CH:23]=1. Given the reactants [Cl:1]C(OC(Cl)=O)C.C([N:15]1[CH2:20][CH2:19][C@H:18]([C:21]2[CH:26]=[CH:25][C:24]([Br:27])=[CH:23][CH:22]=2)[C@H:17]([CH3:28])[CH2:16]1)C1C=CC=CC=1.C(=O)(O)[O-].[K+], predict the reaction product. (5) Given the reactants [CH2:1]([C:3]1[C:4]([C:23]([C:25]2[NH:29][C:28]3[CH:30]=[CH:31][C:32]([C:34]#[N:35])=[CH:33][C:27]=3[N:26]=2)=[CH2:24])=[C:5]2[C:9](=[C:10]([CH3:12])[CH:11]=1)[N:8](S(C1C=CC(C)=CC=1)(=O)=O)[CH:7]=[CH:6]2)[CH3:2].[OH-].[K+], predict the reaction product. The product is: [CH2:1]([C:3]1[C:4]([C:23]([C:25]2[NH:29][C:28]3[CH:30]=[CH:31][C:32]([C:34]#[N:35])=[CH:33][C:27]=3[N:26]=2)=[CH2:24])=[C:5]2[C:9](=[C:10]([CH3:12])[CH:11]=1)[NH:8][CH:7]=[CH:6]2)[CH3:2]. (6) Given the reactants Br[C:2]1[CH:7]=[CH:6][C:5]([N:8]2[C:12]([Cl:13])=[CH:11][C:10]([NH:14][C:15](=[O:19])[CH2:16][C:17]#[N:18])=[C:9]2[C:20]([O:22][CH2:23][CH3:24])=[O:21])=[CH:4][CH:3]=1.[Cl:25][C:26]1[CH:31]=[CH:30][CH:29]=[C:28]([O:32][CH3:33])[C:27]=1B(O)O.C([O-])([O-])=O.[Na+].[Na+], predict the reaction product. The product is: [Cl:13][C:12]1[N:8]([C:5]2[CH:6]=[CH:7][C:2]([C:27]3[C:28]([O:32][CH3:33])=[CH:29][CH:30]=[CH:31][C:26]=3[Cl:25])=[CH:3][CH:4]=2)[C:9]([C:20]([O:22][CH2:23][CH3:24])=[O:21])=[C:10]([NH:14][C:15](=[O:19])[CH2:16][C:17]#[N:18])[CH:11]=1. (7) Given the reactants [C:1]1([C:7]2[S:8][CH:9]=[C:10]([CH2:12][O:13][C:14]3[CH:19]=[CH:18][C:17]([CH2:20]O)=[CH:16][N:15]=3)[N:11]=2)[CH:6]=[CH:5][CH:4]=[CH:3][CH:2]=1.S(Cl)([Cl:24])=O, predict the reaction product. The product is: [Cl:24][CH2:20][C:17]1[CH:18]=[CH:19][C:14]([O:13][CH2:12][C:10]2[N:11]=[C:7]([C:1]3[CH:6]=[CH:5][CH:4]=[CH:3][CH:2]=3)[S:8][CH:9]=2)=[N:15][CH:16]=1. (8) The product is: [Cl:26][C:12]1[N:11]=[C:10]([C:5]2[CH:6]=[CH:7][C:8]3[O:9][CH2:1][O:2][C:3]=3[CH:4]=2)[C:19]2[C:14](=[CH:15][C:16]3[O:22][CH2:21][O:20][C:17]=3[CH:18]=2)[N:13]=1. Given the reactants [CH2:1]1[O:9][C:8]2[CH:7]=[CH:6][C:5]([C:10]3[C:19]4[C:14](=[CH:15][C:16]5[O:22][CH2:21][O:20][C:17]=5[CH:18]=4)[NH:13][C:12](=O)[N:11]=3)=[CH:4][C:3]=2[O:2]1.P(Cl)(Cl)([Cl:26])=O.[OH-].[Na+], predict the reaction product. (9) Given the reactants [N:1]1[CH:6]=[CH:5][CH:4]=[CH:3][C:2]=1[CH2:7][O:8]NC1C=CC=CN=1.[CH3:16][N:17]([CH2:22][C:23]1[O:24][C:25]2[CH:32]=[CH:31][CH:30]=[CH:29][C:26]=2[C:27]=1[CH3:28])[C:18](=[O:21])[CH:19]=[CH2:20].[CH2:33]([N:35](C(C)C)C(C)C)[CH3:34].CC1C=CC=CC=1P(C1C=CC=CC=1C)C1C=CC=CC=1C.[C:64](#[N:67])[CH2:65][CH3:66], predict the reaction product. The product is: [NH2:67][C:64]1[N:35]=[CH:33][C:34](/[CH:20]=[CH:19]/[C:18]([N:17]([CH3:16])[CH2:22][C:23]2[O:24][C:25]3[CH:32]=[CH:31][CH:30]=[CH:29][C:26]=3[C:27]=2[CH3:28])=[O:21])=[CH:66][C:65]=1[O:8][CH2:7][C:2]1[CH:3]=[CH:4][CH:5]=[CH:6][N:1]=1.